Dataset: Full USPTO retrosynthesis dataset with 1.9M reactions from patents (1976-2016). Task: Predict the reactants needed to synthesize the given product. The reactants are: [F:1][C:2]([F:20])([F:19])[C:3]1[CH:8]=[CH:7][C:6]([CH:9]2[C:18]3[C:13](=[CH:14][CH:15]=[CH:16][CH:17]=3)[CH2:12][CH2:11][NH:10]2)=[CH:5][CH:4]=1.CCN(C(C)C)C(C)C.[N:30]([CH:33]1[CH2:38][CH2:37][CH2:36][CH2:35][CH2:34]1)=[C:31]=[O:32]. Given the product [CH:33]1([NH:30][C:31]([N:10]2[CH2:11][CH2:12][C:13]3[C:18](=[CH:17][CH:16]=[CH:15][CH:14]=3)[CH:9]2[C:6]2[CH:5]=[CH:4][C:3]([C:2]([F:1])([F:19])[F:20])=[CH:8][CH:7]=2)=[O:32])[CH2:38][CH2:37][CH2:36][CH2:35][CH2:34]1, predict the reactants needed to synthesize it.